This data is from Reaction yield outcomes from USPTO patents with 853,638 reactions. The task is: Predict the reaction yield, written as a fraction of the theoretical maximum amount of product (1.0 means a 100% yield; for example, 0.34 means a 34% yield). (1) The reactants are [C:1]([NH2:9])(=[O:8])[C:2]1[CH:7]=[CH:6][CH:5]=[CH:4][CH:3]=1.[O-]P([O-])([O-])=O.[K+].[K+].[K+].CN[C@@H:20]1[CH2:25][CH2:24][CH2:23][CH2:22][C@H:21]1NC.I/C=C/CCCC. The catalyst is [Cu]I.C1(C)C=CC=CC=1. The product is [CH:25](/[NH:9][C:1](=[O:8])[C:2]1[CH:7]=[CH:6][CH:5]=[CH:4][CH:3]=1)=[CH:20]\[CH2:21][CH2:22][CH2:23][CH3:24]. The yield is 0.690. (2) The yield is 0.290. No catalyst specified. The reactants are O.[C:2]1(C)C=CC(S(O)(=O)=O)=CC=1.[F:13][C:14]1[CH:19]=[CH:18][CH:17]=[CH:16][C:15]=1[N:20]1[C:28]2[C:23](=[C:24]([N:29]3[CH2:33][CH2:32][N:31]([CH2:34][C:35]([NH:37][NH2:38])=[O:36])[C:30]3=[O:39])[CH:25]=[CH:26][CH:27]=2)[CH:22]=[N:21]1.C(OC)(OC)OC. The product is [F:13][C:14]1[CH:19]=[CH:18][CH:17]=[CH:16][C:15]=1[N:20]1[C:28]2[C:23](=[C:24]([N:29]3[CH2:33][CH2:32][N:31]([CH2:34][C:35]4[O:36][CH:2]=[N:38][N:37]=4)[C:30]3=[O:39])[CH:25]=[CH:26][CH:27]=2)[CH:22]=[N:21]1. (3) The reactants are [F:1][C:2]1[CH:3]=[C:4]([C:10]2[O:11][C:12]3[C:18]([C:19](O)=[O:20])=[CH:17][C:16]([O:22][CH3:23])=[CH:15][C:13]=3[CH:14]=2)[CH:5]=[CH:6][C:7]=1[O:8][CH3:9].Cl.[CH3:25][NH:26][O:27][CH3:28].CCN=C=NCCCN(C)C.O. The catalyst is CN(C1C=CN=CC=1)C.CN(C)C=O. The product is [CH3:28][O:27][N:26]([CH3:25])[C:19]([C:18]1[C:12]2[O:11][C:10]([C:4]3[CH:5]=[CH:6][C:7]([O:8][CH3:9])=[C:2]([F:1])[CH:3]=3)=[CH:14][C:13]=2[CH:15]=[C:16]([O:22][CH3:23])[CH:17]=1)=[O:20]. The yield is 0.630. (4) The reactants are [O:1]=[C:2]1[NH:7][C:6]2[CH:8]=[C:9]([CH2:12][N:13]3[CH2:18][CH2:17][N:16]([C:19]4[CH:29]=[CH:28][C:22]([C:23]([O:25]CC)=[O:24])=[CH:21][N:20]=4)[CH2:15][CH2:14]3)[CH:10]=[N:11][C:5]=2[N:4]2[CH2:30][CH2:31][CH2:32][C@@H:3]12.[Li+].[OH-]. The catalyst is O1CCOCC1. The product is [O:1]=[C:2]1[NH:7][C:6]2[CH:8]=[C:9]([CH2:12][N:13]3[CH2:14][CH2:15][N:16]([C:19]4[CH:29]=[CH:28][C:22]([C:23]([OH:25])=[O:24])=[CH:21][N:20]=4)[CH2:17][CH2:18]3)[CH:10]=[N:11][C:5]=2[N:4]2[CH2:30][CH2:31][CH2:32][C@@H:3]12. The yield is 0.780. (5) The product is [C:29]([C:27]1[C:26]([O:32][CH3:33])=[C:25]([CH:11]2[CH2:14][N:13]([C:15]([O:17][C:18]([CH3:21])([CH3:20])[CH3:19])=[O:16])[CH2:12]2)[C:24]([CH3:35])=[C:23]([Cl:22])[CH:28]=1)(=[O:31])[CH3:30]. The reactants are BrCCBr.Cl[Si](C)(C)C.I[CH:11]1[CH2:14][N:13]([C:15]([O:17][C:18]([CH3:21])([CH3:20])[CH3:19])=[O:16])[CH2:12]1.[Cl:22][C:23]1[C:24]([CH3:35])=[C:25](I)[C:26]([O:32][CH3:33])=[C:27]([C:29](=[O:31])[CH3:30])[CH:28]=1.O1C=CC=C1P(C1OC=CC=1)C1OC=CC=1. The yield is 0.550. The catalyst is CN(C)C=O.[Zn].C1C=CC(/C=C/C(/C=C/C2C=CC=CC=2)=O)=CC=1.C1C=CC(/C=C/C(/C=C/C2C=CC=CC=2)=O)=CC=1.C1C=CC(/C=C/C(/C=C/C2C=CC=CC=2)=O)=CC=1.[Pd].[Pd]. (6) The reactants are C(OC(=O)C)(=[O:3])C.[CH2:8]([N:10]([CH2:13][CH3:14])[CH2:11][CH3:12])C.[C:15]([O:19][C:20]([CH2:22][NH:23]CCNC)=[O:21])([CH3:18])([CH3:17])[CH3:16]. The catalyst is ClCCl. The product is [C:15]([O:19][C:20]([CH2:22][NH:23][CH2:12][CH2:11][N:10]([CH3:8])[C:13](=[O:3])[CH3:14])=[O:21])([CH3:18])([CH3:17])[CH3:16]. The yield is 1.00. (7) The reactants are Cl[C:2]1[S:6][N:5]=[C:4]([C:7]2[CH:12]=[CH:11][C:10]([Cl:13])=[CH:9][CH:8]=2)[N:3]=1.[NH:14]1[CH:18]=[CH:17][CH:16]=[CH:15]1.[H-].[Na+].O. The catalyst is CS(C)=O. The product is [Cl:13][C:10]1[CH:11]=[CH:12][C:7]([C:4]2[N:3]=[C:2]([N:14]3[CH:18]=[CH:17][CH:16]=[CH:15]3)[S:6][N:5]=2)=[CH:8][CH:9]=1. The yield is 0.450.